From a dataset of Full USPTO retrosynthesis dataset with 1.9M reactions from patents (1976-2016). Predict the reactants needed to synthesize the given product. (1) Given the product [CH2:1]([O:3][C:4](=[O:22])[C:5](=[N:39][NH:38][CH2:37][CH2:36][CH:35]([CH3:40])[CH3:34])[C:6]1[CH:10]=[CH:9][NH:8][CH:7]=1)[CH3:2], predict the reactants needed to synthesize it. The reactants are: [CH2:1]([O:3][C:4](=[O:22])[C:5](=O)[C:6]1[CH:10]=[CH:9][N:8]([Si](C(C)C)(C(C)C)C(C)C)[CH:7]=1)[CH3:2].C([O-])(=O)C.[Na+].C(O)(=O)C(O)=O.[CH3:34][CH:35]([CH3:40])[CH2:36][CH2:37][NH:38][NH2:39]. (2) Given the product [CH3:9][O:10][C:11](=[O:27])[CH:12]([C:13]1[CH:18]=[CH:17][C:16]([O:19][CH2:20][C:21]2[CH:22]=[CH:23][CH:24]=[CH:25][CH:26]=2)=[CH:15][CH:14]=1)[CH2:29][CH:30]1[CH2:34][CH2:33][CH2:32][CH2:31]1, predict the reactants needed to synthesize it. The reactants are: C([N-]C(C)C)(C)C.[Li+].[CH3:9][O:10][C:11](=[O:27])[CH2:12][C:13]1[CH:18]=[CH:17][C:16]([O:19][CH2:20][C:21]2[CH:26]=[CH:25][CH:24]=[CH:23][CH:22]=2)=[CH:15][CH:14]=1.I[CH2:29][CH:30]1[CH2:34][CH2:33][CH2:32][CH2:31]1. (3) Given the product [Cl:1][C:2]1[CH:21]=[CH:20][C:19]([C:25]2[CH:26]=[CH:27][CH:28]=[CH:29][C:24]=2[OH:23])=[CH:18][C:3]=1[C:4]([NH:6][CH2:7][C:8]12[CH2:17][CH:12]3[CH2:13][CH:14]([CH2:16][CH:10]([CH2:11]3)[CH2:9]1)[CH2:15]2)=[O:5], predict the reactants needed to synthesize it. The reactants are: [Cl:1][C:2]1[CH:21]=[CH:20][C:19](I)=[CH:18][C:3]=1[C:4]([NH:6][CH2:7][C:8]12[CH2:17][CH:12]3[CH2:13][CH:14]([CH2:16][CH:10]([CH2:11]3)[CH2:9]1)[CH2:15]2)=[O:5].[OH:23][C:24]1[CH:29]=[CH:28][CH:27]=[CH:26][C:25]=1B(O)O.C(=O)([O-])[O-].[K+].[K+].O. (4) Given the product [NH2:8][C:6]1[N:5]2[N:25]=[CH:26][C:27]([C:28]3[CH:29]=[N:30][C:31]4[C:36]([CH:37]=3)=[CH:35][CH:34]=[CH:33][CH:32]=4)=[C:4]2[N:3]=[C:2]([N:38]2[CH2:44][CH2:43][C:42](=[O:45])[NH:41][CH2:40][CH2:39]2)[CH:7]=1, predict the reactants needed to synthesize it. The reactants are: Cl[C:2]1[CH:7]=[C:6]([N:8](COCC[Si](C)(C)C)COCC[Si](C)(C)C)[N:5]2[N:25]=[CH:26][C:27]([C:28]3[CH:29]=[N:30][C:31]4[C:36]([CH:37]=3)=[CH:35][CH:34]=[CH:33][CH:32]=4)=[C:4]2[N:3]=1.[NH:38]1[CH2:44][CH2:43][C:42](=[O:45])[NH:41][CH2:40][CH2:39]1.C(N(C(C)C)C(C)C)C.